This data is from Forward reaction prediction with 1.9M reactions from USPTO patents (1976-2016). The task is: Predict the product of the given reaction. (1) Given the reactants [CH2:1]([O:3][C:4](=[O:13])[C:5]([C:11]#[N:12])=[C:6](SC)[S:7][CH3:8])[CH3:2].[C:14]1([NH:20][NH2:21])[CH:19]=[CH:18][CH:17]=[CH:16][CH:15]=1, predict the reaction product. The product is: [CH2:1]([O:3][C:4]([C:5]1[C:6]([S:7][CH3:8])=[N:21][N:20]([C:14]2[CH:19]=[CH:18][CH:17]=[CH:16][CH:15]=2)[C:11]=1[NH2:12])=[O:13])[CH3:2]. (2) The product is: [OH:14][CH:15]1[CH2:20][CH2:19][CH2:18][N:17]([CH2:21][CH2:22][C:13]2[NH:2][C:3](=[O:12])[C:4]3[C:5]([CH:11]=2)=[C:6]([CH3:10])[CH:7]=[CH:8][CH:9]=3)[CH2:16]1. Given the reactants C[N:2]([CH3:13])[C:3](=[O:12])[C:4]1[CH:9]=[CH:8][CH:7]=[C:6]([CH3:10])[C:5]=1[CH3:11].[OH:14][CH:15]1[CH2:20][CH2:19][CH2:18][N:17]([CH2:21][CH2:22]C#N)[CH2:16]1, predict the reaction product. (3) Given the reactants [Cl:1][C:2]1[N:7]=[C:6]([C:8]2[S:12][C:11]([C:13]3([CH3:26])[CH2:18][CH2:17][N:16]([C:19]([O:21][C:22]([CH3:25])([CH3:24])[CH3:23])=[O:20])[CH2:15][CH2:14]3)=[N:10][C:9]=2[C:27]2[CH:32]=[CH:31][CH:30]=[C:29]([NH:33]C(OCC=C)=O)[C:28]=2[F:40])[CH:5]=[CH:4][N:3]=1.C([SnH](CCCC)CCCC)CCC.O, predict the reaction product. The product is: [NH2:33][C:29]1[C:28]([F:40])=[C:27]([C:9]2[N:10]=[C:11]([C:13]3([CH3:26])[CH2:18][CH2:17][N:16]([C:19]([O:21][C:22]([CH3:24])([CH3:23])[CH3:25])=[O:20])[CH2:15][CH2:14]3)[S:12][C:8]=2[C:6]2[CH:5]=[CH:4][N:3]=[C:2]([Cl:1])[N:7]=2)[CH:32]=[CH:31][CH:30]=1.